This data is from Peptide-MHC class II binding affinity with 134,281 pairs from IEDB. The task is: Regression. Given a peptide amino acid sequence and an MHC pseudo amino acid sequence, predict their binding affinity value. This is MHC class II binding data. The peptide sequence is RVNQLIRYSGYRETP. The MHC is DRB1_1101 with pseudo-sequence DRB1_1101. The binding affinity (normalized) is 0.804.